Dataset: Forward reaction prediction with 1.9M reactions from USPTO patents (1976-2016). Task: Predict the product of the given reaction. (1) Given the reactants I[C:2]1[CH:3]=[CH:4][C:5]2[N:6]([CH:8]=[C:9]([NH:11][C:12]([CH:14]3[CH2:16][CH2:15]3)=[O:13])[N:10]=2)[N:7]=1.[NH2:17][C:18]1[CH:19]=[CH:20][C:21]([O:25][CH3:26])=[C:22]([OH:24])[CH:23]=1.C(=O)([O-])[O-].[K+].[K+], predict the reaction product. The product is: [NH2:17][C:18]1[CH:19]=[CH:20][C:21]([O:25][CH3:26])=[C:22]([CH:23]=1)[O:24][C:2]1[CH:3]=[CH:4][C:5]2[N:6]([CH:8]=[C:9]([NH:11][C:12]([CH:14]3[CH2:16][CH2:15]3)=[O:13])[N:10]=2)[N:7]=1. (2) Given the reactants [Cl:1][C:2]1[N:7]=[C:6]([C:8]2[N:12]3[CH:13]=[CH:14][C:15]([CH3:17])=[CH:16][C:11]3=[N:10][CH:9]=2)[C:5](Cl)=[CH:4][N:3]=1.Cl[C:20]1N=C(Cl)C(C)=CN=1, predict the reaction product. The product is: [Cl:1][C:2]1[N:7]=[C:6]([C:8]2[N:12]3[CH:13]=[CH:14][C:15]([CH3:17])=[CH:16][C:11]3=[N:10][CH:9]=2)[C:5]([CH3:20])=[CH:4][N:3]=1. (3) Given the reactants [CH:1]1[C:5]2[C:6](Cl)=[N:7][CH:8]=[N:9][C:4]=2[NH:3][CH:2]=1.[NH2:11][C:12]1[CH:16]=[CH:15][S:14][C:13]=1[C:17]([O:19][CH3:20])=[O:18].Cl, predict the reaction product. The product is: [CH3:20][O:19][C:17]([C:13]1[S:14][CH:15]=[CH:16][C:12]=1[NH:11][C:6]1[C:5]2[CH:1]=[CH:2][NH:3][C:4]=2[N:9]=[CH:8][N:7]=1)=[O:18]. (4) Given the reactants [C:1]([O:5][C:6](=[O:34])[NH:7][C@H:8]([CH2:26][C:27]1[CH:32]=[CH:31][CH:30]=[CH:29][C:28]=1[F:33])[C@@H:9]([OH:25])[CH2:10][C:11]1[CH:16]=[C:15]([Cl:17])[CH:14]=[CH:13][C:12]=1[C:18](=[O:24])[NH:19][C:20]([CH3:23])([CH3:22])[CH3:21])([CH3:4])([CH3:3])[CH3:2].[H-].[Na+].[CH3:37]I, predict the reaction product. The product is: [C:1]([O:5][C:6](=[O:34])[NH:7][C@H:8]([CH2:26][C:27]1[CH:32]=[CH:31][CH:30]=[CH:29][C:28]=1[F:33])[C@@H:9]([O:25][CH3:37])[CH2:10][C:11]1[CH:16]=[C:15]([Cl:17])[CH:14]=[CH:13][C:12]=1[C:18](=[O:24])[NH:19][C:20]([CH3:23])([CH3:22])[CH3:21])([CH3:2])([CH3:3])[CH3:4]. (5) Given the reactants [O:1]1[C@H:3]2[CH2:4][C@@:5]3([CH3:36])[CH:9]([CH:10]4[CH2:11][C@H:12]([F:21])[C:13]5[C@@:18]([CH3:19])([C@:2]124)[CH:17]=[CH:16][C:15](=[O:20])[CH:14]=5)[CH2:8][C@@H:7]([CH3:22])[C@:6]3([O:26][C:27]([C:29]1[CH:34]=[N:33][C:32]([CH3:35])=[CH:31][N:30]=1)=[O:28])[C:23]([OH:25])=[O:24].[CH2:37]1CCN2C(=NCCC2)CC1.S(OC)(OC)(=O)=O.O, predict the reaction product. The product is: [O:1]1[C@H:3]2[CH2:4][C@@:5]3([CH3:36])[CH:9]([CH:10]4[CH2:11][C@H:12]([F:21])[C:13]5[C@@:18]([CH3:19])([C@:2]124)[CH:17]=[CH:16][C:15](=[O:20])[CH:14]=5)[CH2:8][C@@H:7]([CH3:22])[C@:6]3([O:26][C:27]([C:29]1[CH:34]=[N:33][C:32]([CH3:35])=[CH:31][N:30]=1)=[O:28])[C:23]([O:25][CH3:37])=[O:24]. (6) Given the reactants [CH3:1][O:2][C:3]([C:5]1[CH:14]=[C:13]2[C:8]([C@@H:9]([NH2:15])[CH2:10][CH2:11][S:12]2)=[CH:7][C:6]=1[CH3:16])=[O:4].C(=O)([O-])[O-].[K+].[K+].[C:23]([O:27][C:28](O[C:28]([O:27][C:23]([CH3:26])([CH3:25])[CH3:24])=[O:29])=[O:29])([CH3:26])([CH3:25])[CH3:24], predict the reaction product. The product is: [CH3:1][O:2][C:3]([C:5]1[CH:14]=[C:13]2[C:8]([C@@H:9]([NH:15][C:28]([O:27][C:23]([CH3:26])([CH3:25])[CH3:24])=[O:29])[CH2:10][CH2:11][S:12]2)=[CH:7][C:6]=1[CH3:16])=[O:4]. (7) Given the reactants [NH2:1][C:2]1[CH:3]=[C:4]([NH:9][C:10](=[O:22])[C:11]2[CH:16]=[CH:15][C:14]([C:17]([F:20])([F:19])[F:18])=[N:13][C:12]=2[CH3:21])[CH:5]=[CH:6][C:7]=1[Cl:8].[Cl:23][C:24]1[CH:32]=[CH:31][CH:30]=[CH:29][C:25]=1[C:26](Cl)=[O:27], predict the reaction product. The product is: [Cl:8][C:7]1[CH:6]=[CH:5][C:4]([NH:9][C:10](=[O:22])[C:11]2[CH:16]=[CH:15][C:14]([C:17]([F:20])([F:19])[F:18])=[N:13][C:12]=2[CH3:21])=[CH:3][C:2]=1[NH:1][C:26](=[O:27])[C:25]1[CH:29]=[CH:30][CH:31]=[CH:32][C:24]=1[Cl:23].